Dataset: Catalyst prediction with 721,799 reactions and 888 catalyst types from USPTO. Task: Predict which catalyst facilitates the given reaction. (1) Reactant: Br[C:2]1[CH:3]=[C:4]([CH:7]=[CH:8][C:9]=1[CH:10]1[C:19]2[C:18](=[O:20])[CH2:17][CH2:16][CH2:15][C:14]=2[N:13]([C:21]2[CH:26]=[CH:25][CH:24]=[C:23]([C:27]([F:30])([F:29])[F:28])[CH:22]=2)[C:12](=[O:31])[N:11]1[CH3:32])[C:5]#[N:6].[C:33]([O-:36])(=[O:35])C.[Na+].[C]=O.[CH3:40]O. Product: [CH3:40][O:36][C:33](=[O:35])[C:2]1[CH:3]=[C:4]([C:5]#[N:6])[CH:7]=[CH:8][C:9]=1[CH:10]1[C:19]2[C:18](=[O:20])[CH2:17][CH2:16][CH2:15][C:14]=2[N:13]([C:21]2[CH:26]=[CH:25][CH:24]=[C:23]([C:27]([F:28])([F:30])[F:29])[CH:22]=2)[C:12](=[O:31])[N:11]1[CH3:32]. The catalyst class is: 167. (2) Reactant: Cl.[OH:2][CH:3]1[CH2:10][CH:6]2[CH2:7][NH:8][CH2:9][CH:5]2[CH2:4]1.F[C:12]1[CH:17]=[CH:16][C:15]([N+:18]([O-:20])=[O:19])=[CH:14][C:13]=1[F:21].C(N(CC)C(C)C)(C)C. Product: [F:21][C:13]1[CH:14]=[C:15]([N+:18]([O-:20])=[O:19])[CH:16]=[CH:17][C:12]=1[N:8]1[CH2:9][CH:5]2[CH2:4][CH:3]([OH:2])[CH2:10][CH:6]2[CH2:7]1. The catalyst class is: 10. (3) Reactant: [CH2:1]([O:3][CH2:4][C:5]([NH:7][C:8]([CH3:28])([CH3:27])[CH2:9][N:10]1[C:22]2[C:21]3[CH:20]=[CH:19][CH:18]=[CH:17][C:16]=3[N:15]=[CH:14][C:13]=2[N:12]=[C:11]1[CH2:23][O:24][CH2:25][CH3:26])=[O:6])[CH3:2].ClC1C=C(C=CC=1)C(OO)=[O:34]. Product: [CH2:1]([O:3][CH2:4][C:5]([NH:7][C:8]([CH3:27])([CH3:28])[CH2:9][N:10]1[C:22]2[C:21]3[CH:20]=[CH:19][CH:18]=[CH:17][C:16]=3[N+:15]([O-:34])=[CH:14][C:13]=2[N:12]=[C:11]1[CH2:23][O:24][CH2:25][CH3:26])=[O:6])[CH3:2]. The catalyst class is: 2. (4) Reactant: [OH:1][C:2]1[C:6]2[CH:7]=[CH:8][C:9](OC)=[CH:10][C:5]=2[O:4][N:3]=1.C(N=C=[O:18])(C)C. Product: [OH:4][C:5]1[CH:10]=[CH:9][CH:8]=[CH:7][C:6]=1[C:2]([NH:3][OH:18])=[O:1]. The catalyst class is: 12. (5) Reactant: [CH2:1]1[C:4]2([O:9][CH2:8][CH:7]([O:10][C:11]3[CH:16]=[CH:15][N+:14]([O-])=[C:13]([CH3:18])[C:12]=3[CH3:19])[CH2:6][O:5]2)[CH2:3][CH2:2]1.C(OC(=O)C)(=[O:22])C.C(N(CC)CC)C.[OH-].[Na+].[Cl-].[NH4+]. Product: [CH2:1]1[C:4]2([O:9][CH2:8][CH:7]([O:10][C:11]3[CH:16]=[CH:15][N:14]=[C:13]([CH2:18][OH:22])[C:12]=3[CH3:19])[CH2:6][O:5]2)[CH2:3][CH2:2]1. The catalyst class is: 5. (6) Reactant: CO[C:3]1[CH:4]=[C:5]2[C:10](=[CH:11][CH:12]=1)[C:9](=O)[NH:8][CH:7]=[CH:6]2.C1C(=O)N(Cl)C(=O)C1. Product: [CH:9]1[C:10]2[C:5](=[CH:4][CH:3]=[CH:12][CH:11]=2)[CH:6]=[CH:7][N:8]=1. The catalyst class is: 23. (7) Reactant: [F:1][C:2]1[CH:7]=[C:6]([O:8][C:9]2[CH:14]=[CH:13][N:12]=[C:11]([NH:15]C(=O)COC)[CH:10]=2)[C:5]([F:21])=[CH:4][C:3]=1[NH:22][C:23]([C:25]1([C:28]([NH:30][C:31]2[CH:36]=[CH:35][C:34]([F:37])=[CH:33][CH:32]=2)=[O:29])[CH2:27][CH2:26]1)=[O:24].[C:38]([O:42][C:43]([N:45]1[CH2:48][CH:47]([C:49]([OH:51])=O)[CH2:46]1)=[O:44])([CH3:41])([CH3:40])[CH3:39].CN(C(ON1N=NC2C=CC=NC1=2)=[N+](C)C)C.F[P-](F)(F)(F)(F)F.CCN(C(C)C)C(C)C. Product: [F:21][C:5]1[CH:4]=[C:3]([NH:22][C:23]([C:25]2([C:28](=[O:29])[NH:30][C:31]3[CH:36]=[CH:35][C:34]([F:37])=[CH:33][CH:32]=3)[CH2:27][CH2:26]2)=[O:24])[C:2]([F:1])=[CH:7][C:6]=1[O:8][C:9]1[CH:14]=[CH:13][N:12]=[C:11]([NH:15][C:49]([CH:47]2[CH2:46][N:45]([C:43]([O:42][C:38]([CH3:39])([CH3:40])[CH3:41])=[O:44])[CH2:48]2)=[O:51])[CH:10]=1. The catalyst class is: 3.